This data is from Forward reaction prediction with 1.9M reactions from USPTO patents (1976-2016). The task is: Predict the product of the given reaction. (1) Given the reactants [CH2:1]([N:3]([CH2:27][CH3:28])[CH2:4][CH2:5][N:6]([CH2:21][CH:22](OC)[O:23]C)[C:7](=[O:20])[CH2:8][CH2:9][O:10][CH2:11][CH2:12][C:13]1[CH:18]=[CH:17][CH:16]=[C:15]([Cl:19])[CH:14]=1)[CH3:2].FC(F)(F)C(O)=O, predict the reaction product. The product is: [CH2:27]([N:3]([CH2:1][CH3:2])[CH2:4][CH2:5][N:6]([CH2:21][CH:22]=[O:23])[C:7](=[O:20])[CH2:8][CH2:9][O:10][CH2:11][CH2:12][C:13]1[CH:18]=[CH:17][CH:16]=[C:15]([Cl:19])[CH:14]=1)[CH3:28]. (2) The product is: [CH3:14][O:13][C@H:10]1[CH2:9][C@@H:8]([CH2:15][NH:16][C:17](=[O:19])[CH3:18])[C@@H:7]([N:4]2[CH2:5][CH2:6][C@H:2]([NH:1][C:29]3[C:38]4[C:33](=[CH:34][CH:35]=[C:36]([C:39]([F:41])([F:42])[F:40])[CH:37]=4)[N:32]=[CH:31][N:30]=3)[C:3]2=[O:20])[CH2:12][CH2:11]1. Given the reactants [NH2:1][C@H:2]1[CH2:6][CH2:5][N:4]([C@H:7]2[CH2:12][CH2:11][C@@H:10]([O:13][CH3:14])[CH2:9][C@H:8]2[CH2:15][NH:16][C:17](=[O:19])[CH3:18])[C:3]1=[O:20].C(N(CC)CC)C.Cl[C:29]1[C:38]2[C:33](=[CH:34][CH:35]=[C:36]([C:39]([F:42])([F:41])[F:40])[CH:37]=2)[N:32]=[CH:31][N:30]=1, predict the reaction product. (3) Given the reactants [C:1]([O:6][CH3:7])(=[O:5])/[CH:2]=[CH:3]/[CH3:4].[CH2:8]([N:15]([CH2:19][Si](C)(C)C)[CH2:16]OC)[C:9]1[CH:14]=[CH:13][CH:12]=[CH:11][CH:10]=1, predict the reaction product. The product is: [CH2:8]([N:15]1[CH2:16][CH:3]([CH3:4])[CH:2]([C:1]([O:6][CH3:7])=[O:5])[CH2:19]1)[C:9]1[CH:10]=[CH:11][CH:12]=[CH:13][CH:14]=1.